Task: Predict the product of the given reaction.. Dataset: Forward reaction prediction with 1.9M reactions from USPTO patents (1976-2016) (1) Given the reactants [C:1]1(=[O:7])[NH:5][C:4](=[O:6])[CH2:3][CH2:2]1.CC([O-])(C)C.[K+].Br[CH2:15][C:16]1[CH:17]=[C:18]([C:22]2[CH:26]=[C:25]([CH2:27][CH:28]([CH3:30])[CH3:29])[S:24][C:23]=2[S:31]([NH:34][C:35]([CH3:38])([CH3:37])[CH3:36])(=[O:33])=[O:32])[CH:19]=[CH:20][CH:21]=1, predict the reaction product. The product is: [N:5]1([CH2:15][C:16]2[CH:17]=[C:18]([C:22]3[CH:26]=[C:25]([CH2:27][CH:28]([CH3:30])[CH3:29])[S:24][C:23]=3[S:31]([NH:34][C:35]([CH3:37])([CH3:36])[CH3:38])(=[O:32])=[O:33])[CH:19]=[CH:20][CH:21]=2)[C:4](=[O:6])[CH2:3][CH2:2][C:1]1=[O:7]. (2) Given the reactants [NH2:1][CH2:2][C@H:3]1[N:8]([C:9]([C:11]2[N:12]=[C:13]([CH3:23])[S:14][C:15]=2[C:16]2[CH:17]=[C:18]([CH3:22])[CH:19]=[CH:20][CH:21]=2)=[O:10])[CH2:7][C@H:6]2[C@@H:4]1[CH2:5]2.[CH3:24][C:25]1[N:32]2[C:28]([S:29][CH:30]=[CH:31]2)=[N:27][C:26]=1[C:33](O)=[O:34], predict the reaction product. The product is: [CH3:23][C:13]1[S:14][C:15]([C:16]2[CH:17]=[C:18]([CH3:22])[CH:19]=[CH:20][CH:21]=2)=[C:11]([C:9]([N:8]2[CH2:7][C@H:6]3[C@H:4]([CH2:5]3)[C@H:3]2[CH2:2][NH:1][C:33]([C:26]2[N:27]=[C:28]3[N:32]([C:25]=2[CH3:24])[CH:31]=[CH:30][S:29]3)=[O:34])=[O:10])[N:12]=1. (3) The product is: [Cl:63][C:58]1[CH:59]=[CH:60][CH:61]=[CH:62][C:57]=1[O:56][CH:53]1[CH2:52][CH2:51][N:50]([C:48](=[O:49])[CH2:47][NH:46][C:21]([C:19]2[N:18]=[N:17][N:16]([C:10]3[CH:11]=[CH:12][CH:13]=[CH:14][CH:15]=3)[CH:20]=2)=[O:23])[CH2:55][CH2:54]1. Given the reactants CCN(C(C)C)C(C)C.[C:10]1([N:16]2[CH:20]=[C:19]([C:21]([OH:23])=O)[N:18]=[N:17]2)[CH:15]=[CH:14][CH:13]=[CH:12][CH:11]=1.C1C=CC2N(O)N=NC=2C=1.CCN=C=NCCCN(C)C.Cl.[NH2:46][CH2:47][C:48]([N:50]1[CH2:55][CH2:54][CH:53]([O:56][C:57]2[CH:62]=[CH:61][CH:60]=[CH:59][C:58]=2[Cl:63])[CH2:52][CH2:51]1)=[O:49], predict the reaction product. (4) The product is: [NH2:41][C:39]1[CH:38]=[CH:37][C:36]([O:44][CH:45]2[CH2:48][O:47][CH2:46]2)=[C:35]([N:32]2[C:33](=[O:34])[N:29]([CH3:28])[N:30]=[N:31]2)[CH:40]=1. Given the reactants CC1C=C2N=C3C(=NC(NC3=O)=O)N(C[C@H](O)[C@H](O)[C@H](O)CO)C2=CC=1C.[CH3:28][N:29]1[C:33](=[O:34])[N:32]([C:35]2[CH:40]=[C:39]([N+:41]([O-])=O)[CH:38]=[CH:37][C:36]=2[O:44][CH:45]2[CH2:48][O:47][CH2:46]2)[N:31]=[N:30]1, predict the reaction product. (5) Given the reactants Br[C:2]1[N:7]2[N:8]=[C:9]([NH2:11])[N:10]=[C:6]2[CH:5]=[CH:4][CH:3]=1.B([C:15]1[CH:20]=[CH:19][C:18]([CH2:21][N:22]2[CH2:27][CH2:26][S:25](=[O:29])(=[O:28])[CH2:24][CH2:23]2)=[CH:17][CH:16]=1)(O)O, predict the reaction product. The product is: [O:29]=[S:25]1(=[O:28])[CH2:26][CH2:27][N:22]([CH2:21][C:18]2[CH:19]=[CH:20][C:15]([C:2]3[N:7]4[N:8]=[C:9]([NH2:11])[N:10]=[C:6]4[CH:5]=[CH:4][CH:3]=3)=[CH:16][CH:17]=2)[CH2:23][CH2:24]1.